From a dataset of Catalyst prediction with 721,799 reactions and 888 catalyst types from USPTO. Predict which catalyst facilitates the given reaction. (1) Reactant: [CH2:1]([N:3]1[C:7]([CH3:8])=[CH:6][C:5]([C:9]#[N:10])=[N:4]1)[CH3:2].C([O-])(=O)C.[K+].[Br:16]Br. Product: [Br:16][C:6]1[C:5]([C:9]#[N:10])=[N:4][N:3]([CH2:1][CH3:2])[C:7]=1[CH3:8]. The catalyst class is: 15. (2) Reactant: [NH:1]1[CH:5]=[CH:4][N:3]=[C:2]1[C:6]1(O)[C:15]2[C:10](=[CH:11][CH:12]=[CH:13][CH:14]=2)[N:9]([CH3:16])[CH2:8][CH2:7]1.S(=O)(=O)(O)O. Product: [NH:1]1[CH:5]=[CH:4][N:3]=[C:2]1[C:6]1[C:15]2[C:10](=[CH:11][CH:12]=[CH:13][CH:14]=2)[N:9]([CH3:16])[CH2:8][CH:7]=1. The catalyst class is: 8. (3) The catalyst class is: 10. Reactant: Cl.C([O:9][C:10]1[CH:15]=[C:14]([C:16]2[CH:17]=[C:18]3[N:27]([CH3:28])[CH:26]=[CH:25][C:19]3=[N:20][C:21]=2[C@@H:22]([NH2:24])[CH3:23])[CH:13]=[CH:12][N:11]=1)C1C=CC=CC=1.Cl.N[C@H](C1N=C2C=CN(C)C2=CC=1C1C=CN=C(O)C=1)C.[NH2:50][C:51]1[N:56]=[C:55]([NH2:57])[C:54]([C:58]#[N:59])=[C:53](Cl)[N:52]=1.C(N(C(C)C)C(C)C)C. Product: [NH2:50][C:51]1[N:56]=[C:55]([NH2:57])[C:54]([C:58]#[N:59])=[C:53]([NH:24][C@H:22]([C:21]2[N:20]=[C:19]3[CH:25]=[CH:26][N:27]([CH3:28])[C:18]3=[CH:17][C:16]=2[C:14]2[CH:13]=[CH:12][N:11]=[C:10]([OH:9])[CH:15]=2)[CH3:23])[N:52]=1. (4) Reactant: C([O:3][C:4]([C:6]1[C:7]2[N:8]=[CH:9][CH:10]=[N:11][C:12]=2[C:13]([C:16]2[C:21]([F:22])=[C:20]([O:23][CH3:24])[CH:19]=[C:18]([O:25][CH3:26])[C:17]=2[F:27])=[CH:14][CH:15]=1)=O)C.COC1C=CC(C[N:35]2[CH2:40][CH2:39][N:38]([CH2:41][C:42]3[CH:43]=[CH:44][C:45]([NH2:48])=[N:46][CH:47]=3)[CH2:37][C:36]2([CH3:50])[CH3:49])=CC=1.C[Al](C)C. Product: [CH3:49][C:36]1([CH3:50])[NH:35][CH2:40][CH2:39][N:38]([CH2:41][C:42]2[CH:43]=[CH:44][C:45]([NH:48][C:4]([C:6]3[C:7]4[N:8]=[CH:9][CH:10]=[N:11][C:12]=4[C:13]([C:16]4[C:21]([F:22])=[C:20]([O:23][CH3:24])[CH:19]=[C:18]([O:25][CH3:26])[C:17]=4[F:27])=[CH:14][CH:15]=3)=[O:3])=[N:46][CH:47]=2)[CH2:37]1. The catalyst class is: 61. (5) Reactant: [N+](C(C)C)([O-])=[O:2].C[O-].[Na+].[Br:10][C:11]1[C:12]([CH2:25]Br)=[CH:13][C:14]([O:23][CH3:24])=[C:15]([CH:17]([CH3:22])[C:18]([O:20][CH3:21])=[O:19])[CH:16]=1. Product: [Br:10][C:11]1[C:12]([CH:25]=[O:2])=[CH:13][C:14]([O:23][CH3:24])=[C:15]([CH:17]([CH3:22])[C:18]([O:20][CH3:21])=[O:19])[CH:16]=1. The catalyst class is: 5. (6) Reactant: [C:1]1([C:7]#[CH:8])[CH:6]=[CH:5][CH:4]=[CH:3][CH:2]=1.[Li]CCCC.[CH3:14][N:15]([C:25]1[CH:30]=[CH:29][C:28]([C:31](=[O:36])[C:32]([F:35])([F:34])[F:33])=[CH:27][CH:26]=1)[S:16]([C:19]1[CH:24]=[CH:23][CH:22]=[CH:21][CH:20]=1)(=[O:18])=[O:17]. Product: [OH:36][C:31]([C:28]1[CH:27]=[CH:26][C:25]([N:15]([CH3:14])[S:16]([C:19]2[CH:20]=[CH:21][CH:22]=[CH:23][CH:24]=2)(=[O:18])=[O:17])=[CH:30][CH:29]=1)([C:32]([F:33])([F:34])[F:35])[C:8]#[C:7][C:1]1[CH:6]=[CH:5][CH:4]=[CH:3][CH:2]=1. The catalyst class is: 1. (7) Reactant: C([O-])([O-])=O.[K+].[K+].[N:7]1[CH:12]=[CH:11][C:10]([OH:13])=[CH:9][CH:8]=1.Cl[C:15]1[N:20]=[C:19]([C:21]([O:23]C)=[O:22])[CH:18]=[CH:17][N:16]=1.Cl. Product: [O:13]=[C:10]1[CH:11]=[CH:12][N:7]([C:15]2[N:20]=[C:19]([C:21]([OH:23])=[O:22])[CH:18]=[CH:17][N:16]=2)[CH:8]=[CH:9]1. The catalyst class is: 6. (8) Reactant: [CH:1](=[O:4])[CH2:2][CH3:3].[CH:5](=[O:10])[CH2:6][CH:7]([CH3:9])[CH3:8].N1CCC[C@H]1C(O)=O. Product: [OH:10][C@@H:5]([CH2:6][CH:7]([CH3:9])[CH3:8])[C@H:2]([CH3:3])[CH:1]=[O:4]. The catalyst class is: 483.